From a dataset of Catalyst prediction with 721,799 reactions and 888 catalyst types from USPTO. Predict which catalyst facilitates the given reaction. (1) Reactant: [CH3:1][C:2]1[CH:7]=[C:6]([CH3:8])[CH:5]=[CH:4][C:3]=1[NH:9][CH2:10][C@@H:11]([NH2:14])[CH2:12][CH3:13].[NH2:15][C:16]1[CH:21]=[C:20]([Cl:22])[CH:19]=[C:18]([Cl:23])[C:17]=1[S:24](Cl)(=[O:26])=[O:25].C(N(CC)CC)C. Product: [NH2:15][C:16]1[CH:21]=[C:20]([Cl:22])[CH:19]=[C:18]([Cl:23])[C:17]=1[S:24]([NH:14][C@H:11]([CH2:10][NH:9][C:3]1[CH:4]=[CH:5][C:6]([CH3:8])=[CH:7][C:2]=1[CH3:1])[CH2:12][CH3:13])(=[O:26])=[O:25]. The catalyst class is: 2. (2) Reactant: N1C=CC=CC=1.ClC(Cl)(OC(=O)[O:12][C:13]([Cl:16])(Cl)Cl)Cl.Cl.[F:20][C:21]1[CH:58]=[CH:57][CH:56]=[C:55]([F:59])[C:22]=1[CH2:23][O:24][C:25]([C:34]1[CH:39]=[CH:38][C:37]([C@:40]2([S:45]([C:48]3[CH:53]=[CH:52][C:51]([F:54])=[CH:50][CH:49]=3)(=[O:47])=[O:46])[CH2:44][CH2:43][NH:42][CH2:41]2)=[CH:36][CH:35]=1)([C:30]([F:33])([F:32])[F:31])[C:26]([F:29])([F:28])[F:27]. Product: [F:59][C:55]1[CH:56]=[CH:57][CH:58]=[C:21]([F:20])[C:22]=1[CH2:23][O:24][C:25]([C:34]1[CH:39]=[CH:38][C:37]([C@:40]2([S:45]([C:48]3[CH:53]=[CH:52][C:51]([F:54])=[CH:50][CH:49]=3)(=[O:47])=[O:46])[CH2:44][CH2:43][N:42]([C:13]([Cl:16])=[O:12])[CH2:41]2)=[CH:36][CH:35]=1)([C:26]([F:29])([F:27])[F:28])[C:30]([F:33])([F:32])[F:31]. The catalyst class is: 4. (3) Reactant: [CH3:1][C:2]1[CH:7]=[C:6]([NH2:8])[C:5]([CH3:9])=[CH:4][C:3]=1[NH2:10].[CH3:11][C:12]([O:15][C:16](O[C:16]([O:15][C:12]([CH3:14])([CH3:13])[CH3:11])=[O:17])=[O:17])([CH3:14])[CH3:13]. Product: [C:12]([O:15][C:16](=[O:17])[NH:8][C:6]1[CH:7]=[C:2]([CH3:1])[C:3]([NH2:10])=[CH:4][C:5]=1[CH3:9])([CH3:14])([CH3:13])[CH3:11]. The catalyst class is: 1.